From a dataset of Catalyst prediction with 721,799 reactions and 888 catalyst types from USPTO. Predict which catalyst facilitates the given reaction. (1) Reactant: [C:1](OCC)(=O)[CH2:2][C:3]([O-:5])=O.[K+].[Cl-:11].[Mg+2].[Cl-:13].[CH2:14]([N:16]([CH2:19]C)CC)[CH3:15]. Product: [Cl:11][C:14]1[CH:15]=[CH:1][C:2]([C:3]([Cl:13])=[O:5])=[CH:19][N:16]=1. The catalyst class is: 13. (2) Reactant: [F:1][C:2]1[CH:3]=[C:4]2[C:9](=[CH:10][C:11]=1[N:12]1[CH2:17][CH2:16][O:15][CH2:14][CH2:13]1)[N:8]([CH:18]([C:20]1[CH:25]=[CH:24][C:23]([C:26]([F:29])([F:28])[F:27])=[CH:22][CH:21]=1)[CH3:19])[CH:7]=[C:6]([C:30](=[NH:45])[NH:31][O:32][C:33](=O)[C:34]([C:37]1[CH:42]=[CH:41][C:40]([F:43])=[CH:39][CH:38]=1)([CH3:36])[CH3:35])[C:5]2=[O:46]. Product: [F:1][C:2]1[CH:3]=[C:4]2[C:9](=[CH:10][C:11]=1[N:12]1[CH2:13][CH2:14][O:15][CH2:16][CH2:17]1)[N:8]([CH:18]([C:20]1[CH:21]=[CH:22][C:23]([C:26]([F:29])([F:27])[F:28])=[CH:24][CH:25]=1)[CH3:19])[CH:7]=[C:6]([C:30]1[N:45]=[C:33]([C:34]([C:37]3[CH:42]=[CH:41][C:40]([F:43])=[CH:39][CH:38]=3)([CH3:36])[CH3:35])[O:32][N:31]=1)[C:5]2=[O:46]. The catalyst class is: 11. (3) Product: [CH2:1]([O:8][C:9](=[O:22])[NH:10][C:11]([CH3:17])([C:18]1[N:21]=[C:23]([CH3:24])[O:20][N:19]=1)[CH2:12][S:13]([CH3:16])(=[O:15])=[O:14])[C:2]1[CH:3]=[CH:4][CH:5]=[CH:6][CH:7]=1. Reactant: [CH2:1]([O:8][C:9](=[O:22])[NH:10][C:11]([C:18](=[NH:21])[NH:19][OH:20])([CH3:17])[CH2:12][S:13]([CH3:16])(=[O:15])=[O:14])[C:2]1[CH:7]=[CH:6][CH:5]=[CH:4][CH:3]=1.[CH2:23](N(CC)CC)[CH3:24].C(Cl)(=O)C. The catalyst class is: 3. (4) Reactant: [CH:1]([C:3]1[CH:13]=[C:12]([CH3:14])[C:6]([O:7][CH2:8][C:9]([OH:11])=[O:10])=[C:5]([CH3:15])[CH:4]=1)=O.[NH2:16][C:17]1[CH:25]=[C:24]([O:26][CH3:27])[CH:23]=[C:22]([O:28][CH3:29])[C:18]=1[C:19]([NH2:21])=[O:20].S([O-])(O)=O.[Na+].O.C1(C)C=CC(S(O)(=O)=O)=CC=1. Product: [CH3:29][O:28][C:22]1[CH:23]=[C:24]([O:26][CH3:27])[CH:25]=[C:17]2[C:18]=1[C:19](=[O:20])[NH:21][C:1]([C:3]1[CH:13]=[C:12]([CH3:14])[C:6]([O:7][CH2:8][C:9]([OH:11])=[O:10])=[C:5]([CH3:15])[CH:4]=1)=[N:16]2. The catalyst class is: 80. (5) Reactant: [CH3:1][O:2][C:3]1[CH:11]=[CH:10][C:9]2[C:5](=[CH:6][N:7]([CH3:12])[N:8]=2)[CH:4]=1.[Br:13]N1C(=O)CCC1=O. Product: [Br:13][C:6]1[N:7]([CH3:12])[N:8]=[C:9]2[C:5]=1[CH:4]=[C:3]([O:2][CH3:1])[CH:11]=[CH:10]2. The catalyst class is: 15.